Dataset: Catalyst prediction with 721,799 reactions and 888 catalyst types from USPTO. Task: Predict which catalyst facilitates the given reaction. (1) Reactant: [CH:1]([C:4]1[CH:10]=[CH:9][CH:8]=[C:7]([CH3:11])[C:5]=1[NH2:6])([CH3:3])[CH3:2].[Cl:12][C:13]1[CH:21]=[CH:20][C:19]([N+:22]([O-:24])=[O:23])=[CH:18][C:14]=1[C:15](Cl)=[O:16]. Product: [CH:1]([C:4]1[CH:10]=[CH:9][CH:8]=[C:7]([CH3:11])[C:5]=1[NH:6][C:15]([C:14]1[CH:18]=[C:19]([N+:22]([O-:24])=[O:23])[CH:20]=[CH:21][C:13]=1[Cl:12])=[O:16])([CH3:3])[CH3:2]. The catalyst class is: 44. (2) Reactant: [F:1][C:2]1[CH:3]=[C:4]([C@@:8]23[O:27][CH2:26][O:25][C@@H:9]2[CH2:10][N:11]([C:14]([C:16]2[CH:21]=[CH:20][C:19]([OH:22])=[C:18]([O:23][CH3:24])[N:17]=2)=[O:15])[CH2:12][CH2:13]3)[CH:5]=[CH:6][CH:7]=1.[H-].[Na+].[Cl:30][CH2:31][C:32]([N:34]([O:36][CH3:37])[CH3:35])=[O:33]. Product: [ClH:30].[F:1][C:2]1[CH:3]=[C:4]([C@@:8]23[O:27][CH2:26][O:25][C@@H:9]2[CH2:10][N:11]([C:14]([C:16]2[N:17]=[C:18]([O:23][CH3:24])[C:19]([O:22][CH2:31][C:32]([N:34]([O:36][CH3:37])[CH3:35])=[O:33])=[CH:20][CH:21]=2)=[O:15])[CH2:12][CH2:13]3)[CH:5]=[CH:6][CH:7]=1. The catalyst class is: 3. (3) Reactant: [Cl:1][C:2]1[N:3]=[C:4]([C:9]([NH:11][C:12]2[CH:17]=[CH:16][C:15]([C:18]3[O:19][C:20]([CH3:27])=[C:21]([C:23]([O:25]C)=[O:24])[N:22]=3)=[CH:14][CH:13]=2)=[O:10])[NH:5][C:6]=1[CH2:7][CH3:8].[OH-].[Li+].CO. Product: [Cl:1][C:2]1[N:3]=[C:4]([C:9]([NH:11][C:12]2[CH:17]=[CH:16][C:15]([C:18]3[O:19][C:20]([CH3:27])=[C:21]([C:23]([OH:25])=[O:24])[N:22]=3)=[CH:14][CH:13]=2)=[O:10])[NH:5][C:6]=1[CH2:7][CH3:8]. The catalyst class is: 7. (4) Reactant: Cl[C:2]1[C:7]2[NH:8][C:9]3[C:14]([C:6]=2[C:5]([C:16]2[CH:21]=[CH:20][CH:19]=[C:18]([S:22]([CH2:25][CH3:26])(=[O:24])=[O:23])[CH:17]=2)=[CH:4][N:3]=1)=[CH:13][C:12]([CH3:15])=[CH:11][N:10]=3.[O-:27][CH2:28][CH3:29].[Na+]. Product: [CH2:25]([S:22]([C:18]1[CH:17]=[C:16]([C:5]2[C:6]3[C:14]4[CH:13]=[C:12]([CH3:15])[CH:11]=[N:10][C:9]=4[NH:8][C:7]=3[C:2]([O:27][CH2:28][CH3:29])=[N:3][CH:4]=2)[CH:21]=[CH:20][CH:19]=1)(=[O:24])=[O:23])[CH3:26]. The catalyst class is: 8. (5) Reactant: [Br:1]N1C(=O)CCC1=O.[Cl:9][C:10]1[C:11]2[N:12]([C:16]([C@@H:19]3[CH2:23][CH2:22][CH2:21][N:20]3[C:24]([O:26][CH2:27][C:28]3[CH:33]=[CH:32][CH:31]=[CH:30][CH:29]=3)=[O:25])=[N:17][CH:18]=2)[CH:13]=[CH:14][N:15]=1.O.C(OCC)(=O)C. Product: [Br:1][C:18]1[N:17]=[C:16]([C@@H:19]2[CH2:23][CH2:22][CH2:21][N:20]2[C:24]([O:26][CH2:27][C:28]2[CH:33]=[CH:32][CH:31]=[CH:30][CH:29]=2)=[O:25])[N:12]2[CH:13]=[CH:14][N:15]=[C:10]([Cl:9])[C:11]=12. The catalyst class is: 163.